Dataset: Full USPTO retrosynthesis dataset with 1.9M reactions from patents (1976-2016). Task: Predict the reactants needed to synthesize the given product. (1) The reactants are: C([O:3][C:4](=[O:29])[CH2:5][CH:6]1[CH2:11][CH2:10][N:9]([C:12]2[CH:17]=[CH:16][C:15]([Cl:18])=[CH:14][C:13]=2[NH:19][C:20](=[O:28])[C:21]2[CH:26]=[CH:25][CH:24]=[C:23]([Cl:27])[CH:22]=2)[CH2:8][CH2:7]1)C.O.[OH-].[Li+]. Given the product [Cl:18][C:15]1[CH:16]=[CH:17][C:12]([N:9]2[CH2:10][CH2:11][CH:6]([CH2:5][C:4]([OH:29])=[O:3])[CH2:7][CH2:8]2)=[C:13]([NH:19][C:20](=[O:28])[C:21]2[CH:26]=[CH:25][CH:24]=[C:23]([Cl:27])[CH:22]=2)[CH:14]=1, predict the reactants needed to synthesize it. (2) Given the product [CH3:17][C:6]1([C:4]([O:3][CH2:1][CH3:2])=[O:5])[CH2:15][CH2:14][C:9]2([O:10][CH2:11][CH2:12][O:13]2)[CH2:8][CH2:7]1, predict the reactants needed to synthesize it. The reactants are: [CH2:1]([O:3][C:4]([CH:6]1[CH2:15][CH2:14][C:9]2([O:13][CH2:12][CH2:11][O:10]2)[CH2:8][CH2:7]1)=[O:5])[CH3:2].[Li+].[CH3:17][Si]([N-][Si](C)(C)C)(C)C.CI.[NH4+].[Cl-]. (3) The reactants are: [NH2:1][C:2]1[C:3]([C:18]([NH:20][CH3:21])=[O:19])=[N:4][C:5]([CH:8]2[CH2:17][CH2:16][C:11]3(OCC[O:12]3)[CH2:10][CH2:9]2)=[CH:6][CH:7]=1.CC(O)=O.O. Given the product [NH2:1][C:2]1[C:3]([C:18]([NH:20][CH3:21])=[O:19])=[N:4][C:5]([CH:8]2[CH2:9][CH2:10][C:11](=[O:12])[CH2:16][CH2:17]2)=[CH:6][CH:7]=1, predict the reactants needed to synthesize it. (4) Given the product [N+:1]([C:4]1[CH:12]=[C:11]2[C:7]([C:8]([C:13]3[CH2:18][CH2:17][CH:16]([NH:27][CH2:24][CH2:25][CH3:26])[CH2:15][CH:14]=3)=[CH:9][NH:10]2)=[CH:6][CH:5]=1)([O-:3])=[O:2], predict the reactants needed to synthesize it. The reactants are: [N+:1]([C:4]1[CH:12]=[C:11]2[C:7]([C:8]([C:13]3[CH2:18][CH2:17][C:16](=O)[CH2:15][CH:14]=3)=[CH:9][NH:10]2)=[CH:6][CH:5]=1)([O-:3])=[O:2].CC(O)=O.[CH2:24]([NH2:27])[CH2:25][CH3:26].[BH-](OC(C)=O)(OC(C)=O)OC(C)=O.[Na+].[OH-].[Na+]. (5) Given the product [OH2:13].[P:29]([OH:33])([OH:32])([OH:31])=[O:30].[C:1]([C:3]1[C:11]2[C:6](=[C:7]([C:12]([N:14]3[CH2:15][CH2:16][N:17]([CH2:20][CH2:21][C:22]4[CH:23]=[CH:24][C:25]([F:28])=[CH:26][CH:27]=4)[CH2:18][CH2:19]3)=[O:13])[CH:8]=[CH:9][CH:10]=2)[NH:5][CH:4]=1)#[N:2], predict the reactants needed to synthesize it. The reactants are: [C:1]([C:3]1[C:11]2[C:6](=[C:7]([C:12]([N:14]3[CH2:19][CH2:18][N:17]([CH2:20][CH2:21][C:22]4[CH:27]=[CH:26][C:25]([F:28])=[CH:24][CH:23]=4)[CH2:16][CH2:15]3)=[O:13])[CH:8]=[CH:9][CH:10]=2)[NH:5][CH:4]=1)#[N:2].[P:29](=[O:33])([OH:32])([OH:31])[OH:30].